This data is from NCI-60 drug combinations with 297,098 pairs across 59 cell lines. The task is: Regression. Given two drug SMILES strings and cell line genomic features, predict the synergy score measuring deviation from expected non-interaction effect. (1) Drug 1: CC1=C2C(C(=O)C3(C(CC4C(C3C(C(C2(C)C)(CC1OC(=O)C(C(C5=CC=CC=C5)NC(=O)OC(C)(C)C)O)O)OC(=O)C6=CC=CC=C6)(CO4)OC(=O)C)O)C)O. Drug 2: CC1C(C(CC(O1)OC2CC(CC3=C2C(=C4C(=C3O)C(=O)C5=C(C4=O)C(=CC=C5)OC)O)(C(=O)CO)O)N)O.Cl. Cell line: SF-539. Synergy scores: CSS=57.8, Synergy_ZIP=0.276, Synergy_Bliss=1.59, Synergy_Loewe=4.74, Synergy_HSA=5.56. (2) Drug 1: CCCCC(=O)OCC(=O)C1(CC(C2=C(C1)C(=C3C(=C2O)C(=O)C4=C(C3=O)C=CC=C4OC)O)OC5CC(C(C(O5)C)O)NC(=O)C(F)(F)F)O. Drug 2: C1CC(=O)NC(=O)C1N2C(=O)C3=CC=CC=C3C2=O. Cell line: SF-295. Synergy scores: CSS=41.4, Synergy_ZIP=3.90, Synergy_Bliss=2.97, Synergy_Loewe=-20.3, Synergy_HSA=1.68. (3) Drug 1: C#CCC(CC1=CN=C2C(=N1)C(=NC(=N2)N)N)C3=CC=C(C=C3)C(=O)NC(CCC(=O)O)C(=O)O. Drug 2: CC1CCCC2(C(O2)CC(NC(=O)CC(C(C(=O)C(C1O)C)(C)C)O)C(=CC3=CSC(=N3)C)C)C. Cell line: MALME-3M. Synergy scores: CSS=31.8, Synergy_ZIP=2.42, Synergy_Bliss=2.03, Synergy_Loewe=-0.560, Synergy_HSA=-0.543.